From a dataset of Reaction yield outcomes from USPTO patents with 853,638 reactions. Predict the reaction yield, written as a fraction of the theoretical maximum amount of product (1.0 means a 100% yield; for example, 0.34 means a 34% yield). The reactants are COP([CH2:7][C:8]([O:10][CH3:11])=[O:9])(OC)=O.[H-].[Na+].[CH:14]([C:16]1[CH:17]=[C:18]([CH:21]=[CH:22][CH:23]=1)[C:19]#[N:20])=O. The catalyst is C1COCC1.CCCCCCC. The product is [C:19]([C:18]1[CH:17]=[C:16](/[CH:14]=[CH:7]/[C:8]([O:10][CH3:11])=[O:9])[CH:23]=[CH:22][CH:21]=1)#[N:20]. The yield is 0.930.